Dataset: Forward reaction prediction with 1.9M reactions from USPTO patents (1976-2016). Task: Predict the product of the given reaction. Given the reactants C(=O)([O-])[O-].[Na+].[Na+].[CH:7]([C:9]1[CH:14]=[CH:13][C:12](B(O)O)=[CH:11][CH:10]=1)=[O:8].Br[C:19]1[CH:23]=[CH:22][S:21][CH:20]=1.C1(C)C=CC=CC=1, predict the reaction product. The product is: [S:21]1[CH:22]=[CH:23][C:19]([C:12]2[CH:13]=[CH:14][C:9]([CH:7]=[O:8])=[CH:10][CH:11]=2)=[CH:20]1.